Dataset: NCI-60 drug combinations with 297,098 pairs across 59 cell lines. Task: Regression. Given two drug SMILES strings and cell line genomic features, predict the synergy score measuring deviation from expected non-interaction effect. (1) Drug 1: CC(C)(C#N)C1=CC(=CC(=C1)CN2C=NC=N2)C(C)(C)C#N. Drug 2: C1C(C(OC1N2C=NC(=NC2=O)N)CO)O. Cell line: OVCAR-4. Synergy scores: CSS=20.6, Synergy_ZIP=2.06, Synergy_Bliss=0.762, Synergy_Loewe=7.46, Synergy_HSA=6.63. (2) Drug 1: CC1=C(C(=CC=C1)Cl)NC(=O)C2=CN=C(S2)NC3=CC(=NC(=N3)C)N4CCN(CC4)CCO. Drug 2: COC1=C2C(=CC3=C1OC=C3)C=CC(=O)O2. Cell line: SK-MEL-28. Synergy scores: CSS=-2.66, Synergy_ZIP=1.09, Synergy_Bliss=2.35, Synergy_Loewe=-1.84, Synergy_HSA=-1.67. (3) Drug 1: C#CCC(CC1=CN=C2C(=N1)C(=NC(=N2)N)N)C3=CC=C(C=C3)C(=O)NC(CCC(=O)O)C(=O)O. Drug 2: C1=NC2=C(N1)C(=S)N=CN2. Cell line: CCRF-CEM. Synergy scores: CSS=53.5, Synergy_ZIP=-0.784, Synergy_Bliss=1.55, Synergy_Loewe=6.03, Synergy_HSA=4.46. (4) Drug 1: COC1=NC(=NC2=C1N=CN2C3C(C(C(O3)CO)O)O)N. Synergy scores: CSS=12.8, Synergy_ZIP=-1.45, Synergy_Bliss=3.03, Synergy_Loewe=-23.1, Synergy_HSA=-0.0711. Drug 2: C1CN1C2=NC(=NC(=N2)N3CC3)N4CC4. Cell line: RXF 393. (5) Drug 1: C1CC(=O)NC(=O)C1N2C(=O)C3=CC=CC=C3C2=O. Drug 2: CN(C(=O)NC(C=O)C(C(C(CO)O)O)O)N=O. Cell line: MOLT-4. Synergy scores: CSS=-9.80, Synergy_ZIP=-19.6, Synergy_Bliss=-60.7, Synergy_Loewe=-80.9, Synergy_HSA=-80.9.